From a dataset of Full USPTO retrosynthesis dataset with 1.9M reactions from patents (1976-2016). Predict the reactants needed to synthesize the given product. (1) The reactants are: [F:8][C:7]([F:10])([F:9])[C:6](O[C:6](=[O:11])[C:7]([F:10])([F:9])[F:8])=[O:11].[NH2:14][C:15]1[CH:20]=[CH:19][C:18]([CH2:21][CH2:22][CH2:23][C:24]([OH:26])=[O:25])=[CH:17][CH:16]=1. Given the product [F:10][C:7]([F:8])([F:9])[C:6]([NH:14][C:15]1[CH:16]=[CH:17][C:18]([CH2:21][CH2:22][CH2:23][C:24]([OH:26])=[O:25])=[CH:19][CH:20]=1)=[O:11], predict the reactants needed to synthesize it. (2) Given the product [CH:1]1([C:4]2[CH:5]=[C:15]([CH:9]=[CH:10][N:11]=2)[C:14]([OH:12])=[O:16])[CH2:3][CH2:2]1, predict the reactants needed to synthesize it. The reactants are: [CH:1]1([C:4]2[CH:5]=C([CH:9]=[CH:10][N:11]=2)C#N)[CH2:3][CH2:2]1.[OH-:12].[Na+].[CH2:14]([OH:16])[CH3:15]. (3) Given the product [NH2:1][C:2]1[N:7]=[C:6]([C:18]2[O:19][CH2:20][CH2:21][CH:22]=2)[C:5]([C:9]#[N:10])=[C:4]([S:11][CH3:12])[N:3]=1, predict the reactants needed to synthesize it. The reactants are: [NH2:1][C:2]1[N:7]=[C:6](Br)[C:5]([C:9]#[N:10])=[C:4]([S:11][CH3:12])[N:3]=1.C([Sn](CCCC)(CCCC)[C:18]1[O:19][CH2:20][CH2:21][CH:22]=1)CCC. (4) The reactants are: Cl.[NH2:2][OH:3].[CH2:4]([C:6]1[CH:11]=[C:10]([C:12]#[N:13])[CH:9]=[C:8]([CH3:14])[N:7]=1)[CH3:5]. Given the product [CH2:4]([C:6]1[CH:11]=[C:10]([CH:9]=[C:8]([CH3:14])[N:7]=1)[C:12]([NH:2][OH:3])=[NH:13])[CH3:5], predict the reactants needed to synthesize it. (5) The reactants are: [CH3:1][N:2]([CH:13]([CH2:17][C:18]([F:21])([F:20])[F:19])[C:14]([OH:16])=[O:15])S(C1C=CC(C)=CC=1)(=O)=O.C(O)(=O)C.[BrH:26]. Given the product [BrH:26].[F:19][C:18]([F:20])([F:21])[CH2:17][CH:13]([NH:2][CH3:1])[C:14]([OH:16])=[O:15], predict the reactants needed to synthesize it. (6) Given the product [C:16]([Si:13]([CH3:15])([CH3:14])[O:12][C:2]1([CH3:1])[CH2:11][CH2:10][C:5]2([O:6][CH2:7][CH2:8][O:9]2)[CH2:4][CH2:3]1)([CH3:19])([CH3:18])[CH3:17], predict the reactants needed to synthesize it. The reactants are: [CH3:1][C:2]1([OH:12])[CH2:11][CH2:10][C:5]2([O:9][CH2:8][CH2:7][O:6]2)[CH2:4][CH2:3]1.[Si:13](Cl)([C:16]([CH3:19])([CH3:18])[CH3:17])([CH3:15])[CH3:14].N1C=CN=C1.CN(C)C=O. (7) Given the product [Br:30][C:24]1[CH:25]=[CH:26][C:27]([F:29])=[CH:28][C:23]=1[O:22][CH:19]1[CH2:18][CH2:17][N:16]([C:11]2[N:12]=[CH:13][C:14]3[N:15]=[C:7]([O:6][CH2:5][C:4]([OH:31])=[O:3])[S:8][C:9]=3[N:10]=2)[CH2:21][CH2:20]1, predict the reactants needed to synthesize it. The reactants are: C([O:3][C:4](=[O:31])[CH2:5][O:6][C:7]1[S:8][C:9]2[N:10]=[C:11]([N:16]3[CH2:21][CH2:20][CH:19]([O:22][C:23]4[CH:28]=[C:27]([F:29])[CH:26]=[CH:25][C:24]=4[Br:30])[CH2:18][CH2:17]3)[N:12]=[CH:13][C:14]=2[N:15]=1)C.[OH-].[Na+]. (8) Given the product [NH2:21][C:2]1[C:7]([O:8][CH3:9])=[CH:6][N:5]=[CH:4][N:3]=1, predict the reactants needed to synthesize it. The reactants are: Cl[C:2]1[C:7]([O:8][CH3:9])=[CH:6][N:5]=[CH:4][N:3]=1.CCO.C(Cl)Cl.CO.C(Cl)Cl.[NH3:21]. (9) Given the product [F:22][C:19]1[CH:20]=[CH:21][C:16]([CH2:15][CH2:14][N:11]2[CH:24]=[C:23]([C:25]3[S:26][C:27]([C:31]([O:33][CH2:34][CH3:35])=[O:32])=[C:28]([CH3:30])[N:29]=3)[N:13]=[N:12]2)=[CH:17][CH:18]=1, predict the reactants needed to synthesize it. The reactants are: C(N=[N+]=[N-])C1C=CC=CC=1.[N:11]([CH2:14][CH2:15][C:16]1[CH:21]=[CH:20][C:19]([F:22])=[CH:18][CH:17]=1)=[N+:12]=[N-:13].[C:23]([C:25]1[S:26][C:27]([C:31]([O:33][CH2:34][CH3:35])=[O:32])=[C:28]([CH3:30])[N:29]=1)#[CH:24].